From a dataset of Catalyst prediction with 721,799 reactions and 888 catalyst types from USPTO. Predict which catalyst facilitates the given reaction. Reactant: [CH3:1][C:2]1[CH:3]=[N:4][N:5]([CH2:7][C:8]2[CH:13]=[CH:12][C:11]([CH2:14]O)=[CH:10][CH:9]=2)[CH:6]=1.C(N(CC)CC)C.CS([Cl:27])(=O)=O. Product: [Cl:27][CH2:14][C:11]1[CH:12]=[CH:13][C:8]([CH2:7][N:5]2[CH:6]=[C:2]([CH3:1])[CH:3]=[N:4]2)=[CH:9][CH:10]=1. The catalyst class is: 526.